The task is: Predict the reactants needed to synthesize the given product.. This data is from Full USPTO retrosynthesis dataset with 1.9M reactions from patents (1976-2016). Given the product [CH:25]1([C:23]([N:20]([CH2:19][C:13]2[CH:14]=[C:15]([F:18])[CH:16]=[CH:17][C:12]=2[C:10]2[CH:11]=[C:6]([CH2:5][C:4]([OH:28])=[O:3])[CH:7]=[N:8][CH:9]=2)[CH2:21][CH3:22])=[O:24])[CH2:27][CH2:26]1, predict the reactants needed to synthesize it. The reactants are: C([O:3][C:4](=[O:28])[CH2:5][C:6]1[CH:7]=[N:8][CH:9]=[C:10]([C:12]2[CH:17]=[CH:16][C:15]([F:18])=[CH:14][C:13]=2[CH2:19][N:20]([C:23]([CH:25]2[CH2:27][CH2:26]2)=[O:24])[CH2:21][CH3:22])[CH:11]=1)C.[Li+].[OH-].CO.